From a dataset of Peptide-MHC class I binding affinity with 185,985 pairs from IEDB/IMGT. Regression. Given a peptide amino acid sequence and an MHC pseudo amino acid sequence, predict their binding affinity value. This is MHC class I binding data. (1) The binding affinity (normalized) is 0.0847. The MHC is HLA-B08:01 with pseudo-sequence HLA-B08:01. The peptide sequence is TLMNVITLV. (2) The binding affinity (normalized) is 0.0847. The peptide sequence is ILNHKFCNL. The MHC is HLA-B44:02 with pseudo-sequence HLA-B44:02.